From a dataset of Full USPTO retrosynthesis dataset with 1.9M reactions from patents (1976-2016). Predict the reactants needed to synthesize the given product. (1) Given the product [CH3:17][O:16][C:12]1[C:11]([C:2]2[CH:7]=[CH:6][CH:5]=[CH:4][C:3]=2[CH3:8])=[C:10]([F:9])[CH:15]=[CH:14][CH:13]=1, predict the reactants needed to synthesize it. The reactants are: Br[C:2]1[CH:7]=[CH:6][CH:5]=[CH:4][C:3]=1[CH3:8].[F:9][C:10]1[CH:15]=[CH:14][CH:13]=[C:12]([O:16][CH3:17])[C:11]=1B(O)O.C(=O)([O-])[O-].[Na+].[Na+]. (2) Given the product [F:1][C:2]1[C:7]([C:8]([F:9])([F:10])[F:11])=[CH:6][CH:5]=[CH:4][C:3]=1[CH2:12][C:13]([N:23]1[C:24]2[C:20](=[CH:19][C:18]([O:17][CH3:16])=[C:26]([N:27]3[CH2:32][C@H:31]([CH3:33])[N:30]([CH3:34])[C@H:29]([CH3:35])[CH2:28]3)[CH:25]=2)[CH2:21][CH2:22]1)=[O:15], predict the reactants needed to synthesize it. The reactants are: [F:1][C:2]1[C:7]([C:8]([F:11])([F:10])[F:9])=[CH:6][CH:5]=[CH:4][C:3]=1[CH2:12][C:13]([OH:15])=O.[CH3:16][O:17][C:18]1[CH:19]=[C:20]2[C:24](=[CH:25][C:26]=1[N:27]1[CH2:32][C@H:31]([CH3:33])[N:30]([CH3:34])[C@H:29]([CH3:35])[CH2:28]1)[NH:23][CH2:22][CH2:21]2. (3) Given the product [CH2:15]([N:22]1[C:11]2[CH2:10][CH2:9][NH:8][CH2:13][C:12]=2[C:31]([C:28]2[CH:29]=[CH:30][C:25]([C:24]([F:23])([F:36])[F:37])=[CH:26][CH:27]=2)=[CH:32]1)[C:16]1[CH:21]=[CH:20][CH:19]=[CH:18][CH:17]=1, predict the reactants needed to synthesize it. The reactants are: C(OC([N:8]1[CH2:13][CH2:12][C:11](=O)[CH2:10][CH2:9]1)=O)(C)(C)C.[CH2:15]([NH2:22])[C:16]1[CH:21]=[CH:20][CH:19]=[CH:18][CH:17]=1.[F:23][C:24]([F:37])([F:36])[C:25]1[CH:30]=[CH:29][C:28]([CH:31]=[CH:32][N+]([O-])=O)=[CH:27][CH:26]=1.